From a dataset of Forward reaction prediction with 1.9M reactions from USPTO patents (1976-2016). Predict the product of the given reaction. (1) Given the reactants [O:1]1[CH:5]=[CH:4][C:3]([C:6]([NH:8][C:9]2[CH:10]=[CH:11][C:12]([CH3:24])=[C:13]([C:15]3[CH:20]=[CH:19][C:18]([C:21]([OH:23])=O)=[CH:17][CH:16]=3)[CH:14]=2)=[O:7])=[CH:2]1.[CH3:25][N:26]([CH3:31])[CH2:27][CH2:28][CH2:29][NH2:30].CN(C(ON1N=NC2C=CC=NC1=2)=[N+](C)C)C.F[P-](F)(F)(F)(F)F.C1C=CC2N(O)N=NC=2C=1.CCN(C(C)C)C(C)C, predict the reaction product. The product is: [CH3:25][N:26]([CH3:31])[CH2:27][CH2:28][CH2:29][NH:30][C:21]([C:18]1[CH:19]=[CH:20][C:15]([C:13]2[C:12]([CH3:24])=[CH:11][CH:10]=[C:9]([NH:8][C:6]([C:3]3[CH:4]=[CH:5][O:1][CH:2]=3)=[O:7])[CH:14]=2)=[CH:16][CH:17]=1)=[O:23]. (2) Given the reactants C([O:4][C:5]1[CH:6]=[C:7]2[C:12](=[CH:13][C:14]=1[O:15][CH3:16])[N:11]=[CH:10][N:9]=[C:8]2[NH:17][C:18]1[CH:23]=[CH:22][CH:21]=[C:20]([C:24]#[CH:25])[CH:19]=1)(=O)C.[OH-].[Na+].Cl, predict the reaction product. The product is: [C:24]([C:20]1[CH:19]=[C:18]([NH:17][C:8]2[C:7]3[C:12](=[CH:13][C:14]([O:15][CH3:16])=[C:5]([OH:4])[CH:6]=3)[N:11]=[CH:10][N:9]=2)[CH:23]=[CH:22][CH:21]=1)#[CH:25]. (3) Given the reactants [CH3:1][C:2]1[C:3]([C:8]([OH:10])=O)=[N:4][CH:5]=[CH:6][CH:7]=1.C(Cl)(=O)C(Cl)=O.[NH2:17][C:18]1[CH:19]=[C:20]([CH:29]=[CH:30][CH:31]=1)[O:21][C:22]1[CH:23]=[CH:24][C:25]([NH2:28])=[N:26][CH:27]=1, predict the reaction product. The product is: [NH2:28][C:25]1[N:26]=[CH:27][C:22]([O:21][C:20]2[CH:19]=[C:18]([NH:17][C:8]([C:3]3[C:2]([CH3:1])=[CH:7][CH:6]=[CH:5][N:4]=3)=[O:10])[CH:31]=[CH:30][CH:29]=2)=[CH:23][CH:24]=1. (4) Given the reactants C([N:8]1[CH2:13][CH2:12][O:11][CH2:10][C@@:9]1([CH3:24])[C:14]([O:16]CC1C=CC=CC=1)=[O:15])C1C=CC=CC=1, predict the reaction product. The product is: [CH3:24][C@@:9]1([C:14]([OH:16])=[O:15])[CH2:10][O:11][CH2:12][CH2:13][NH:8]1.